From a dataset of NCI-60 drug combinations with 297,098 pairs across 59 cell lines. Regression. Given two drug SMILES strings and cell line genomic features, predict the synergy score measuring deviation from expected non-interaction effect. (1) Drug 1: CC1CCC2CC(C(=CC=CC=CC(CC(C(=O)C(C(C(=CC(C(=O)CC(OC(=O)C3CCCCN3C(=O)C(=O)C1(O2)O)C(C)CC4CCC(C(C4)OC)OCCO)C)C)O)OC)C)C)C)OC. Drug 2: COC1=C2C(=CC3=C1OC=C3)C=CC(=O)O2. Cell line: SF-295. Synergy scores: CSS=25.4, Synergy_ZIP=-6.90, Synergy_Bliss=-0.662, Synergy_Loewe=-32.5, Synergy_HSA=-0.835. (2) Drug 1: C1=CC(=CC=C1CCCC(=O)O)N(CCCl)CCCl. Drug 2: COC1=C2C(=CC3=C1OC=C3)C=CC(=O)O2. Cell line: HCC-2998. Synergy scores: CSS=2.54, Synergy_ZIP=-5.64, Synergy_Bliss=-6.74, Synergy_Loewe=-12.4, Synergy_HSA=-9.32. (3) Drug 1: CN1C2=C(C=C(C=C2)N(CCCl)CCCl)N=C1CCCC(=O)O.Cl. Drug 2: C1CCC(C(C1)N)N.C(=O)(C(=O)[O-])[O-].[Pt+4]. Cell line: HCT116. Synergy scores: CSS=54.2, Synergy_ZIP=-2.85, Synergy_Bliss=-2.96, Synergy_Loewe=-8.08, Synergy_HSA=2.16.